Dataset: Full USPTO retrosynthesis dataset with 1.9M reactions from patents (1976-2016). Task: Predict the reactants needed to synthesize the given product. Given the product [C:27](=[O:28])([O:1][CH2:2][CH:3]([NH2:14])[C:4]1[CH:9]=[CH:8][CH:7]=[C:6]([C:10]([F:11])([F:12])[F:13])[CH:5]=1)[NH2:26], predict the reactants needed to synthesize it. The reactants are: [OH:1][CH2:2][CH:3]([NH:14]C(=O)OC(C)(C)C)[C:4]1[CH:9]=[CH:8][CH:7]=[C:6]([C:10]([F:13])([F:12])[F:11])[CH:5]=1.ClS([N:26]=[C:27]=[O:28])(=O)=O.O.C(=O)([O-])O.[Na+].